This data is from Reaction yield outcomes from USPTO patents with 853,638 reactions. The task is: Predict the reaction yield, written as a fraction of the theoretical maximum amount of product (1.0 means a 100% yield; for example, 0.34 means a 34% yield). (1) The reactants are [OH:1][CH2:2][CH:3]([NH:8][S:9]([C:12]1[CH:17]=[CH:16][C:15]([O:18][CH3:19])=[CH:14][CH:13]=1)(=[O:11])=[O:10])[C:4]([O:6][CH3:7])=[O:5].C(=O)([O-])[O-].[K+].[K+].Br[CH2:27][C:28]([O:30][CH2:31][CH3:32])=[O:29].O. The catalyst is CN(C=O)C. The product is [CH2:31]([O:30][C:28]([CH2:27][N:8]([S:9]([C:12]1[CH:13]=[CH:14][C:15]([O:18][CH3:19])=[CH:16][CH:17]=1)(=[O:11])=[O:10])[CH:3]([CH2:2][OH:1])[C:4]([O:6][CH3:7])=[O:5])=[O:29])[CH3:32]. The yield is 0.540. (2) The reactants are Br[C:2]1[CH:9]=[CH:8][C:7]([O:10][CH3:11])=[CH:6][C:3]=1[C:4]#[N:5].CC1(C)C(C)(C)OB([C:20]2[CH:26]=[CH:25][CH:24]=[CH:23][C:21]=2[NH2:22])O1.O.P([O-])([O-])([O-])=O.[K+].[K+].[K+].C1(C)C=CC=CC=1. The catalyst is Cl[Pd](Cl)([P](C1C=CC=CC=1)(C1C=CC=CC=1)C1C=CC=CC=1)[P](C1C=CC=CC=1)(C1C=CC=CC=1)C1C=CC=CC=1.O. The product is [CH3:11][O:10][C:7]1[CH:8]=[CH:9][C:2]2[C:3](=[C:4]([NH2:5])[N:22]=[C:21]3[C:20]=2[CH:26]=[CH:25][CH:24]=[CH:23]3)[CH:6]=1. The yield is 0.680. (3) The reactants are Cl[C:2]1[CH:7]=[C:6]([Cl:8])[N:5]=[C:4]([NH2:9])[N:3]=1.[Cl:10][C:11]1[CH:12]=[CH:13][C:14]([O:20][CH2:21][CH3:22])=[C:15](B(O)O)[CH:16]=1.C1(P(C2C=CC=CC=2)C2C=CC=CC=2)C=CC=CC=1.C(=O)([O-])[O-].[Na+].[Na+]. The catalyst is O.C([O-])(=O)C.[Pd+2].C([O-])(=O)C.CC(C)=O.C(COC)OC. The product is [Cl:8][C:6]1[CH:7]=[C:2]([C:13]2[CH:12]=[C:11]([Cl:10])[CH:16]=[CH:15][C:14]=2[O:20][CH2:21][CH3:22])[N:3]=[C:4]([NH2:9])[N:5]=1. The yield is 0.730. (4) The reactants are O.[CH2:2]([O:9][C:10]([NH:12][C@@H:13]([CH2:21][C:22]1[CH:27]=[CH:26][C:25]([OH:28])=[CH:24][CH:23]=1)[C:14]([O:16][C:17]([CH3:20])([CH3:19])[CH3:18])=[O:15])=[O:11])[C:3]1[CH:8]=[CH:7][CH:6]=[CH:5][CH:4]=1.C(N(C(C)C)C(C)C)C.[F:38][C:39]([F:58])([F:57])[S:40](N(C1C=CC=CC=1)[S:40]([C:39]([F:58])([F:57])[F:38])(=[O:42])=[O:41])(=[O:42])=[O:41].C([O-])(O)=O.[Na+]. The catalyst is C(Cl)Cl.O. The product is [CH2:2]([O:9][C:10]([NH:12][C@@H:13]([CH2:21][C:22]1[CH:23]=[CH:24][C:25]([O:28][S:40]([C:39]([F:58])([F:57])[F:38])(=[O:42])=[O:41])=[CH:26][CH:27]=1)[C:14]([O:16][C:17]([CH3:18])([CH3:20])[CH3:19])=[O:15])=[O:11])[C:3]1[CH:8]=[CH:7][CH:6]=[CH:5][CH:4]=1. The yield is 0.790. (5) The reactants are Br[CH2:2][C:3]1[NH:8][C:7]([C:9]2[CH:14]=[CH:13][CH:12]=[CH:11][N:10]=2)=[N:6][CH:5]([C:15]2[CH:20]=[CH:19][C:18]([F:21])=[CH:17][C:16]=2[Cl:22])[C:4]=1[C:23]([O:25][CH2:26][CH3:27])=[O:24].[NH:28]1[CH2:33][CH2:32][O:31][CH2:30][CH:29]1[C:34]([OH:36])=[O:35]. No catalyst specified. The product is [Cl:22][C:16]1[CH:17]=[C:18]([F:21])[CH:19]=[CH:20][C:15]=1[CH:5]1[N:6]=[C:7]([C:9]2[CH:14]=[CH:13][CH:12]=[CH:11][N:10]=2)[NH:8][C:3]([CH2:2][N:28]2[CH2:33][CH2:32][O:31][CH2:30][CH:29]2[C:34]([OH:36])=[O:35])=[C:4]1[C:23]([O:25][CH2:26][CH3:27])=[O:24]. The yield is 0.550. (6) The reactants are [F:1][C:2]([F:20])([F:19])[C:3]1[CH:8]=[CH:7][CH:6]=[CH:5][C:4]=1[C:9]1[CH:18]=[C:12]2[N:13]=[CH:14][CH:15]=[C:16]([NH2:17])[N:11]2[N:10]=1.[S:21]1[CH:25]=[C:24]([C:26](O)=[O:27])[N:23]=[CH:22]1. No catalyst specified. The product is [F:20][C:2]([F:1])([F:19])[C:3]1[CH:8]=[CH:7][CH:6]=[CH:5][C:4]=1[C:9]1[CH:18]=[C:12]2[N:13]=[CH:14][CH:15]=[C:16]([NH:17][C:26]([C:24]3[N:23]=[CH:22][S:21][CH:25]=3)=[O:27])[N:11]2[N:10]=1. The yield is 0.610. (7) The reactants are Cl[C:2]1[N:7]=[C:6]([N:8]([CH3:20])[C:9]2[CH:14]=[CH:13][C:12]([O:15][C:16]([F:19])([F:18])[F:17])=[CH:11][CH:10]=2)[CH:5]=[C:4]([C:21]([F:24])([F:23])[F:22])[N:3]=1.C[NH:26][NH2:27]. The catalyst is C1COCC1. The product is [NH:26]([C:2]1[N:7]=[C:6]([N:8]([CH3:20])[C:9]2[CH:14]=[CH:13][C:12]([O:15][C:16]([F:19])([F:18])[F:17])=[CH:11][CH:10]=2)[CH:5]=[C:4]([C:21]([F:24])([F:23])[F:22])[N:3]=1)[NH2:27]. The yield is 0.880. (8) The reactants are [F:1][C:2]1[CH:7]=[CH:6][C:5]([O:8][C:9]2[CH:14]=[CH:13][C:12]([N+:15]([O-])=O)=[CH:11][CH:10]=2)=[CH:4][C:3]=1[C:18]([F:21])([F:20])[F:19]. The catalyst is CO.[Pd]. The product is [F:1][C:2]1[CH:7]=[CH:6][C:5]([O:8][C:9]2[CH:10]=[CH:11][C:12]([NH2:15])=[CH:13][CH:14]=2)=[CH:4][C:3]=1[C:18]([F:19])([F:20])[F:21]. The yield is 0.950.